This data is from Choline transporter screen with 302,306 compounds. The task is: Binary Classification. Given a drug SMILES string, predict its activity (active/inactive) in a high-throughput screening assay against a specified biological target. (1) The molecule is O1CCOC=C1c1oc(NC(=O)C)nn1. The result is 0 (inactive). (2) The result is 0 (inactive). The drug is O=C(NCn1c(=O)ccnc1)c1ccccc1. (3) The compound is Clc1ccc(S(=O)(=O)N(c2ccc(OCC)cc2)CC(=O)N\N=C\c2ncccc2)cc1. The result is 0 (inactive). (4) The drug is S(=O)(=O)(N(Cc1ccccc1)CC(O)=O)c1ccc(F)cc1. The result is 0 (inactive). (5) The molecule is S1(=O)(=O)CCC(=O)N(c2c1cccc2)CC(=O)NCc1ccc(F)cc1. The result is 0 (inactive). (6) The drug is o1c(c(c2c1ccc(c2)CCC)C)C(=O)N(CCn1c(ncc1)C)C. The result is 0 (inactive). (7) The drug is s1c2c(n3c1nnc3SCc1oc(cc1)C(OC)=O)cccc2. The result is 0 (inactive).